This data is from Reaction yield outcomes from USPTO patents with 853,638 reactions. The task is: Predict the reaction yield, written as a fraction of the theoretical maximum amount of product (1.0 means a 100% yield; for example, 0.34 means a 34% yield). (1) The reactants are [F:1][C:2]1[CH:7]=[CH:6][C:5]([NH:8][C:9]2[N:10]([CH3:25])[C:11]3[C:20]4[C:19](=[O:21])[NH:18][C:17]([CH3:22])=[C:16]([CH3:23])[C:15]=4[CH:14]=[CH:13][C:12]=3[N:24]=2)=[C:4]([CH3:26])[CH:3]=1.[O:27]1CCOCC1. No catalyst specified. The product is [F:1][C:2]1[CH:7]=[CH:6][C:5]([NH:8][C:9]2[N:10]([CH3:25])[C:11]3[C:20]4[C:19](=[O:21])[NH:18][C:17]([CH:22]=[O:27])=[C:16]([CH3:23])[C:15]=4[CH:14]=[CH:13][C:12]=3[N:24]=2)=[C:4]([CH3:26])[CH:3]=1. The yield is 0.820. (2) The reactants are [Cl:1][C:2]1[C:11]2[C:10](=O)[O:9]C(=O)[NH:7][C:6]=2[CH:5]=[CH:4][CH:3]=1.[NH3:14]. The catalyst is CCO. The product is [NH2:7][C:6]1[CH:5]=[CH:4][CH:3]=[C:2]([Cl:1])[C:11]=1[C:10]([NH2:14])=[O:9]. The yield is 0.490. (3) The reactants are [CH:1]1[C:14]2[CH:13]=[C:12](B(O)O)[C:11]3[C:6](=[CH:7][CH:8]=[CH:9][CH:10]=3)[C:5]=2[CH:4]=[CH:3][CH:2]=1.Br[C:19]1[CH:20]=[C:21]([C:26]2[N:31]=[C:30]([C:32]3[CH:37]=[CH:36][C:35]([CH3:38])=[CH:34][CH:33]=3)[N:29]=[C:28]([C:39]3[CH:44]=[CH:43][C:42]([CH3:45])=[CH:41][CH:40]=3)[N:27]=2)[CH:22]=[C:23](Br)[CH:24]=1.C([O-])([O-])=O.[K+].[K+].[N:52]1[CH:57]=[CH:56][CH:55]=[CH:54][C:53]=1[C:58]1[CH:63]=[CH:62][C:61](B(O)O)=[CH:60][CH:59]=1. The catalyst is C1C=CC([P]([Pd]([P](C2C=CC=CC=2)(C2C=CC=CC=2)C2C=CC=CC=2)([P](C2C=CC=CC=2)(C2C=CC=CC=2)C2C=CC=CC=2)[P](C2C=CC=CC=2)(C2C=CC=CC=2)C2C=CC=CC=2)(C2C=CC=CC=2)C2C=CC=CC=2)=CC=1.C(O)C.C1(C)C=CC=CC=1. The product is [C:35]1([CH3:38])[CH:34]=[CH:33][C:32]([C:30]2[N:29]=[C:28]([C:39]3[CH:44]=[CH:43][C:42]([CH3:45])=[CH:41][CH:40]=3)[N:27]=[C:26]([C:21]3[CH:20]=[C:19]([C:61]4[CH:60]=[CH:59][C:58]([C:53]5[CH:54]=[CH:55][CH:56]=[CH:57][N:52]=5)=[CH:63][CH:62]=4)[CH:24]=[C:23]([C:13]4[C:14]5[C:5]([C:6]6[CH:7]=[CH:8][CH:9]=[CH:10][C:11]=6[CH:12]=4)=[CH:4][CH:3]=[CH:2][CH:1]=5)[CH:22]=3)[N:31]=2)=[CH:37][CH:36]=1. The yield is 0.420. (4) The reactants are [Si:1]([O:8][CH2:9][C:10]1[CH:15]=[CH:14][N+:13]([O-])=[CH:12][CH:11]=1)([C:4]([CH3:7])([CH3:6])[CH3:5])([CH3:3])[CH3:2].C[Si]([C:21]#[N:22])(C)C. The catalyst is C(N(CC)CC)C. The product is [Si:1]([O:8][CH2:9][C:10]1[CH:15]=[CH:14][N:13]=[C:12]([C:21]#[N:22])[CH:11]=1)([C:4]([CH3:7])([CH3:6])[CH3:5])([CH3:3])[CH3:2]. The yield is 0.209. (5) The reactants are [NH2:1][C:2]1[CH:7]=[CH:6][C:5]([C:8]2[S:12][C:11]([CH:13]3[CH2:18][CH2:17][CH:16]([C:19]([O:21][CH3:22])=[O:20])[CH2:15][CH2:14]3)=[N:10][CH:9]=2)=[CH:4][CH:3]=1.[F:23][C:24]1[CH:29]=[C:28]([F:30])[C:27]([F:31])=[CH:26][C:25]=1[N:32]=[C:33]=[O:34]. No catalyst specified. The product is [F:23][C:24]1[CH:29]=[C:28]([F:30])[C:27]([F:31])=[CH:26][C:25]=1[NH:32][C:33](=[O:34])[NH:1][C:2]1[CH:3]=[CH:4][C:5]([C:8]2[S:12][C:11]([CH:13]3[CH2:14][CH2:15][CH:16]([C:19]([O:21][CH3:22])=[O:20])[CH2:17][CH2:18]3)=[N:10][CH:9]=2)=[CH:6][CH:7]=1. The yield is 0.970. (6) The product is [NH2:19][CH2:18][C@@H:10]([NH:9][C:7]([C:5]1[S:6][C:2]([Cl:1])=[C:3]([C:30]2[N:34]([CH3:35])[N:33]=[CH:32][C:31]=2[Cl:36])[CH:4]=1)=[O:8])[CH2:11][CH:12]1[CH2:13][CH2:14][CH2:15][CH2:16][CH2:17]1. The catalyst is O1CCCC1.CO. The yield is 0.700. The reactants are [Cl:1][C:2]1[S:6][C:5]([C:7]([NH:9][C@H:10]([CH2:18][N:19]2C(=O)C3C(=CC=CC=3)C2=O)[CH2:11][CH:12]2[CH2:17][CH2:16][CH2:15][CH2:14][CH2:13]2)=[O:8])=[CH:4][C:3]=1[C:30]1[N:34]([CH3:35])[N:33]=[CH:32][C:31]=1[Cl:36].NN. (7) The reactants are [H-].[Al+3].[Li+].[H-].[H-].[H-].[CH3:7][N:8]([CH2:10][C:11]([N:13]1[C:21]2[C:16](=[CH:17][C:18]([O:23][CH3:24])=[C:19]([NH2:22])[CH:20]=2)[CH2:15][CH2:14]1)=O)[CH3:9].O1CCCC1. The catalyst is C(OCC)C.C(OCC)(=O)C. The product is [CH3:7][N:8]([CH3:9])[CH2:10][CH2:11][N:13]1[C:21]2[C:16](=[CH:17][C:18]([O:23][CH3:24])=[C:19]([NH2:22])[CH:20]=2)[CH2:15][CH2:14]1. The yield is 0.250. (8) The reactants are [Sn](Cl)Cl.[Cl:4][C:5]1[CH:14]=[C:13]([O:15][CH3:16])[C:12]([N+:17]([O-])=O)=[CH:11][C:6]=1[C:7]([O:9][CH3:10])=[O:8]. The catalyst is CO. The product is [NH2:17][C:12]1[C:13]([O:15][CH3:16])=[CH:14][C:5]([Cl:4])=[C:6]([CH:11]=1)[C:7]([O:9][CH3:10])=[O:8]. The yield is 0.571. (9) The reactants are Cl.[NH2:2][CH2:3][CH2:4][C:5]([O:7][CH:8]([CH3:10])C)=[O:6].[C:11](#[N:14])[CH:12]=[CH2:13].[OH-].[Na+].OS(O)(=O)=O.C([O-])(O)=O.[Na+]. The catalyst is CCO. The product is [C:11]([CH2:12][CH2:13][NH:2][CH2:3][CH2:4][C:5]([O:7][CH2:8][CH3:10])=[O:6])#[N:14]. The yield is 0.610. (10) The reactants are [O:1]=[CH:2][C@H:3]([C@@H:5]([C@@H:7]([CH2:9][OH:10])[OH:8])[OH:6])[OH:4].[CH3:11]O. The catalyst is Cl. The product is [O:1]([CH3:11])[CH:2]1[O:8][C@H:7]([CH2:9][OH:10])[C@@H:5]([OH:6])[C@@H:3]1[OH:4]. The yield is 0.950.